This data is from Peptide-MHC class II binding affinity with 134,281 pairs from IEDB. The task is: Regression. Given a peptide amino acid sequence and an MHC pseudo amino acid sequence, predict their binding affinity value. This is MHC class II binding data. The peptide sequence is EKKYFAATRFEPLAA. The binding affinity (normalized) is 0.933. The MHC is DRB1_0701 with pseudo-sequence DRB1_0701.